Task: Predict which catalyst facilitates the given reaction.. Dataset: Catalyst prediction with 721,799 reactions and 888 catalyst types from USPTO (1) Reactant: [C:1]([C:5]1[O:9][N:8]=[C:7]([CH:10](O)[CH3:11])[CH:6]=1)([CH3:4])([CH3:3])[CH3:2].C1(C)C=CC(S([Cl:22])(=O)=O)=CC=1.O. Product: [Cl:22][CH:10]([C:7]1[CH:6]=[C:5]([C:1]([CH3:4])([CH3:3])[CH3:2])[O:9][N:8]=1)[CH3:11]. The catalyst class is: 17. (2) The catalyst class is: 3. Product: [CH3:1][O:2][C:3]([C:5]1[O:6][C:7]2[CH:13]=[CH:12][C:11]([O:14][C:16]3[S:17][C:18]4[CH:24]=[CH:23][CH:22]=[CH:21][C:19]=4[N:20]=3)=[CH:10][C:8]=2[CH:9]=1)=[O:4]. Reactant: [CH3:1][O:2][C:3]([C:5]1[O:6][C:7]2[CH:13]=[CH:12][C:11]([OH:14])=[CH:10][C:8]=2[CH:9]=1)=[O:4].Cl[C:16]1[S:17][C:18]2[CH:24]=[CH:23][CH:22]=[CH:21][C:19]=2[N:20]=1.C([O-])([O-])=O.[Cs+].[Cs+]. (3) Reactant: [Cl:1][C:2]1[CH:3]=[C:4]([N:9]=[C:10]=[O:11])[CH:5]=[CH:6][C:7]=1[Cl:8].[N:12]1([CH2:18][CH2:19][CH2:20][N:21]2[CH2:26][CH2:25][NH:24][CH2:23][CH2:22]2)[CH2:17][CH2:16][CH2:15][CH2:14][CH2:13]1. Product: [Cl:1][C:2]1[CH:3]=[C:4]([NH:9][C:10]([N:24]2[CH2:23][CH2:22][N:21]([CH2:20][CH2:19][CH2:18][N:12]3[CH2:13][CH2:14][CH2:15][CH2:16][CH2:17]3)[CH2:26][CH2:25]2)=[O:11])[CH:5]=[CH:6][C:7]=1[Cl:8]. The catalyst class is: 174. (4) Reactant: [CH:1]1([N:6]2[CH2:12][C:11]([F:14])([F:13])[C:10](=[O:15])[N:9]([CH3:16])[C:8]3[CH:17]=[N:18][C:19]([NH:21][C:22]4[CH:30]=[CH:29][C:25]([C:26]([OH:28])=O)=[CH:24][C:23]=4[O:31][CH3:32])=[N:20][C:7]2=3)[CH2:5][CH2:4][CH2:3][CH2:2]1.C(N(C(C)C)C(C)C)C.[N:42]1([CH2:47][CH2:48][CH2:49][NH2:50])[CH:46]=[CH:45][N:44]=[CH:43]1. Product: [CH:1]1([N:6]2[CH2:12][C:11]([F:13])([F:14])[C:10](=[O:15])[N:9]([CH3:16])[C:8]3[CH:17]=[N:18][C:19]([NH:21][C:22]4[CH:30]=[CH:29][C:25]([C:26]([NH:50][CH2:49][CH2:48][CH2:47][N:42]5[CH:46]=[CH:45][N:44]=[CH:43]5)=[O:28])=[CH:24][C:23]=4[O:31][CH3:32])=[N:20][C:7]2=3)[CH2:5][CH2:4][CH2:3][CH2:2]1. The catalyst class is: 9. (5) Reactant: [CH3:1][N:2]1[CH2:7][CH2:6][N:5]([C:8]2[N:17]=[C:16]3[C:11]([CH:12]=[C:13]([C:19](O)=[O:20])[C:14](=[O:18])[NH:15]3)=[CH:10][CH:9]=2)[CH2:4][CH2:3]1.Cl.CN(C(ON1N=NC2C=CC=NC1=2)=[N+](C)C)C.F[P-](F)(F)(F)(F)F.C(N(CC)CC)C.[CH3:54][O:55][C:56](=[O:64])[C:57]1[CH:62]=[CH:61][CH:60]=[C:59]([NH2:63])[CH:58]=1.C(=O)(O)[O-].[Na+]. Product: [CH3:54][O:55][C:56](=[O:64])[C:57]1[CH:62]=[CH:61][CH:60]=[C:59]([NH:63][C:19]([C:13]2[C:14](=[O:18])[NH:15][C:16]3[C:11]([CH:12]=2)=[CH:10][CH:9]=[C:8]([N:5]2[CH2:4][CH2:3][N:2]([CH3:1])[CH2:7][CH2:6]2)[N:17]=3)=[O:20])[CH:58]=1. The catalyst class is: 248. (6) Reactant: Cl[C:2]1[C:3]2[N:4]([CH:10]=[CH:11][CH:12]=2)[N:5]=[CH:6][C:7]=1[C:8]#[N:9].[CH3:13][C:14]1[N:15]=[C:16]([CH:20]([NH2:25])[CH2:21][CH:22]([CH3:24])[CH3:23])[S:17][C:18]=1[CH3:19].CCN(C(C)C)C(C)C. Product: [CH3:13][C:14]1[N:15]=[C:16]([CH:20]([NH:25][C:2]2[C:3]3[N:4]([CH:10]=[CH:11][CH:12]=3)[N:5]=[CH:6][C:7]=2[C:8]#[N:9])[CH2:21][CH:22]([CH3:23])[CH3:24])[S:17][C:18]=1[CH3:19]. The catalyst class is: 3. (7) Reactant: [CH:1]1([CH:4]([NH:12]C(=O)OC(C)(C)C)[CH2:5][C:6]([NH:8][CH:9]2[CH2:11][CH2:10]2)=[O:7])[CH2:3][CH2:2]1.[ClH:20].C(OCC)C. Product: [ClH:20].[NH2:12][CH:4]([CH:1]1[CH2:3][CH2:2]1)[CH2:5][C:6]([NH:8][CH:9]1[CH2:11][CH2:10]1)=[O:7]. The catalyst class is: 98.